Dataset: Peptide-MHC class II binding affinity with 134,281 pairs from IEDB. Task: Regression. Given a peptide amino acid sequence and an MHC pseudo amino acid sequence, predict their binding affinity value. This is MHC class II binding data. (1) The peptide sequence is IGPRHPIRALVGDEV. The MHC is HLA-DQA10401-DQB10402 with pseudo-sequence HLA-DQA10401-DQB10402. The binding affinity (normalized) is 0.256. (2) The peptide sequence is EKKYFAATLFEPLAA. The MHC is HLA-DPA10103-DPB10401 with pseudo-sequence HLA-DPA10103-DPB10401. The binding affinity (normalized) is 1.00.